Dataset: Merck oncology drug combination screen with 23,052 pairs across 39 cell lines. Task: Regression. Given two drug SMILES strings and cell line genomic features, predict the synergy score measuring deviation from expected non-interaction effect. (1) Drug 1: COC1=C2CC(C)CC(OC)C(O)C(C)C=C(C)C(OC(N)=O)C(OC)C=CC=C(C)C(=O)NC(=CC1=O)C2=O. Drug 2: CCc1c2c(nc3ccc(O)cc13)-c1cc3c(c(=O)n1C2)COC(=O)C3(O)CC. Cell line: HT29. Synergy scores: synergy=-3.85. (2) Drug 1: N#Cc1ccc(Cn2cncc2CN2CCN(c3cccc(Cl)c3)C(=O)C2)cc1. Cell line: PA1. Drug 2: Cc1nc(Nc2ncc(C(=O)Nc3c(C)cccc3Cl)s2)cc(N2CCN(CCO)CC2)n1. Synergy scores: synergy=39.4. (3) Drug 1: COc1cc(C2c3cc4c(cc3C(OC3OC5COC(C)OC5C(O)C3O)C3COC(=O)C23)OCO4)cc(OC)c1O. Drug 2: C=CCn1c(=O)c2cnc(Nc3ccc(N4CCN(C)CC4)cc3)nc2n1-c1cccc(C(C)(C)O)n1. Cell line: RPMI7951. Synergy scores: synergy=7.50. (4) Drug 1: C=CCn1c(=O)c2cnc(Nc3ccc(N4CCN(C)CC4)cc3)nc2n1-c1cccc(C(C)(C)O)n1. Drug 2: Cc1nc(Nc2ncc(C(=O)Nc3c(C)cccc3Cl)s2)cc(N2CCN(CCO)CC2)n1. Cell line: NCIH23. Synergy scores: synergy=44.1. (5) Drug 1: O=P1(N(CCCl)CCCl)NCCCO1. Drug 2: C=CCn1c(=O)c2cnc(Nc3ccc(N4CCN(C)CC4)cc3)nc2n1-c1cccc(C(C)(C)O)n1. Cell line: HT29. Synergy scores: synergy=9.68. (6) Drug 1: CN1C(=O)C=CC2(C)C3CCC4(C)C(NC(=O)OCC(F)(F)F)CCC4C3CCC12. Drug 2: CNC(=O)c1cc(Oc2ccc(NC(=O)Nc3ccc(Cl)c(C(F)(F)F)c3)cc2)ccn1. Cell line: A2780. Synergy scores: synergy=4.25. (7) Drug 1: COc1cc(C2c3cc4c(cc3C(OC3OC5COC(C)OC5C(O)C3O)C3COC(=O)C23)OCO4)cc(OC)c1O. Drug 2: CCc1cnn2c(NCc3ccc[n+]([O-])c3)cc(N3CCCCC3CCO)nc12. Cell line: NCIH23. Synergy scores: synergy=-19.1. (8) Drug 1: N.N.O=C(O)C1(C(=O)O)CCC1.[Pt]. Drug 2: O=C(NOCC(O)CO)c1ccc(F)c(F)c1Nc1ccc(I)cc1F. Cell line: SKMES1. Synergy scores: synergy=-32.5. (9) Drug 1: O=C(CCCCCCC(=O)Nc1ccccc1)NO. Drug 2: Cn1nnc2c(C(N)=O)ncn2c1=O. Cell line: COLO320DM. Synergy scores: synergy=18.0. (10) Drug 1: O=C(CCCCCCC(=O)Nc1ccccc1)NO. Drug 2: CCN(CC)CCNC(=O)c1c(C)[nH]c(C=C2C(=O)Nc3ccc(F)cc32)c1C. Cell line: SW837. Synergy scores: synergy=-13.4.